From a dataset of Catalyst prediction with 721,799 reactions and 888 catalyst types from USPTO. Predict which catalyst facilitates the given reaction. (1) Reactant: [CH2:1]([O:5][C:6]1[C:15]2[C:10](=[CH:11][CH:12]=[C:13]([F:16])[CH:14]=2)[C:9](=[O:17])[N:8]([CH2:18][C:19]([CH3:22])([CH3:21])[CH3:20])[C:7]=1[CH2:23]Cl)[CH2:2][CH2:3][CH3:4].[C:25]1(=[O:35])[NH:29][C:28](=[O:30])[C:27]2=[CH:31][CH:32]=[CH:33][CH:34]=[C:26]12.[K].O. Product: [CH2:1]([O:5][C:6]1[C:15]2[C:10](=[CH:11][CH:12]=[C:13]([F:16])[CH:14]=2)[C:9](=[O:17])[N:8]([CH2:18][C:19]([CH3:22])([CH3:21])[CH3:20])[C:7]=1[CH2:23][N:29]1[C:25](=[O:35])[C:26]2[C:27](=[CH:31][CH:32]=[CH:33][CH:34]=2)[C:28]1=[O:30])[CH2:2][CH2:3][CH3:4]. The catalyst class is: 9. (2) Reactant: [C:1]([O:5][C:6]([N:8]1[CH2:13][C@@H:12]([C:14]([O:16][CH3:17])=[O:15])[CH2:11][C@@H:10]([C:18]([OH:20])=[O:19])[CH2:9]1)=[O:7])([CH3:4])([CH3:3])[CH3:2].C1([C@@H](N)C)C=CC=CC=1. Product: [C:1]([O:5][C:6]([N:8]1[CH2:13][C@H:12]([C:14]([O:16][CH3:17])=[O:15])[CH2:11][C@H:10]([C:18]([OH:20])=[O:19])[CH2:9]1)=[O:7])([CH3:4])([CH3:2])[CH3:3]. The catalyst class is: 8. (3) Reactant: Cl.[NH2:2][C@@H:3]([C:7]12[CH2:16][CH:11]3[CH2:12][CH:13]([CH2:15][C:9]([OH:17])([CH2:10]3)[CH2:8]1)[CH2:14]2)[C:4]([OH:6])=[O:5].[OH-].[Na+].Cl[C:21]([O:23][CH2:24][C:25]1[CH:30]=[CH:29][CH:28]=[CH:27][CH:26]=1)=[O:22]. Product: [CH2:24]([O:23][C:21]([NH:2][C@@H:3]([C:7]12[CH2:16][CH:11]3[CH2:12][CH:13]([CH2:15][C:9]([OH:17])([CH2:10]3)[CH2:8]1)[CH2:14]2)[C:4]([OH:6])=[O:5])=[O:22])[C:25]1[CH:30]=[CH:29][CH:28]=[CH:27][CH:26]=1. The catalyst class is: 6. (4) Reactant: [H-].[Na+].[N+:3]([CH2:6][CH3:7])([O-:5])=[O:4].[O:8]=[C:9]1[CH2:12][N:11]([C:13]([O:15][C:16]([CH3:19])([CH3:18])[CH3:17])=[O:14])[CH2:10]1. Product: [OH:8][C:9]1([CH:6]([N+:3]([O-:5])=[O:4])[CH3:7])[CH2:12][N:11]([C:13]([O:15][C:16]([CH3:19])([CH3:18])[CH3:17])=[O:14])[CH2:10]1. The catalyst class is: 7. (5) Reactant: [Si]([O:18][CH:19]1[CH2:22][N:21]([C:23]2[S:24][CH:25]=[C:26]([CH2:28][NH:29][C:30]([C:32]3[S:33][CH:34]=[CH:35][CH:36]=3)=[O:31])[N:27]=2)[CH2:20]1)(C(C)(C)C)(C1C=CC=CC=1)C1C=CC=CC=1.[F-].C([N+](CCCC)(CCCC)CCCC)CCC. Product: [OH:18][CH:19]1[CH2:22][N:21]([C:23]2[S:24][CH:25]=[C:26]([CH2:28][NH:29][C:30]([C:32]3[S:33][CH:34]=[CH:35][CH:36]=3)=[O:31])[N:27]=2)[CH2:20]1. The catalyst class is: 7. (6) Reactant: Cl[C:2]1[C:7]([CH:8]=O)=[C:6]([Cl:10])[N:5]=[C:4]([S:11][CH3:12])[N:3]=1.CCN(CC)CC.[F:20][C:21]1[CH:27]=[C:26]([F:28])[CH:25]=[CH:24][C:22]=1[NH2:23].F[C:30](F)(F)[CH2:31][O:32]P(CC(OC)=O)(=O)OCC(F)(F)F. Product: [Cl:10][C:6]1[C:7]2[CH:8]=[CH:30][C:31](=[O:32])[N:23]([C:22]3[CH:24]=[CH:25][C:26]([F:28])=[CH:27][C:21]=3[F:20])[C:2]=2[N:3]=[C:4]([S:11][CH3:12])[N:5]=1. The catalyst class is: 266.